This data is from Full USPTO retrosynthesis dataset with 1.9M reactions from patents (1976-2016). The task is: Predict the reactants needed to synthesize the given product. (1) Given the product [Cl:1][C:2]1[C:7]([CH2:8][N:9]([C:10]2[C:11]([F:21])=[C:12]([O:19][CH3:20])[CH:13]=[C:14]([O:17][CH3:18])[C:15]=2[F:16])[C:42](=[O:43])[CH2:41][C:40]([O:46][CH2:47][CH3:48])=[O:45])=[CH:6][N:5]=[C:4]2[N:22]([CH2:25][O:26][CH2:27][CH2:28][Si:29]([CH3:30])([CH3:32])[CH3:31])[CH:23]=[CH:24][C:3]=12, predict the reactants needed to synthesize it. The reactants are: [Cl:1][C:2]1[C:7]([CH2:8][NH:9][C:10]2[C:15]([F:16])=[C:14]([O:17][CH3:18])[CH:13]=[C:12]([O:19][CH3:20])[C:11]=2[F:21])=[CH:6][N:5]=[C:4]2[N:22]([CH2:25][O:26][CH2:27][CH2:28][Si:29]([CH3:32])([CH3:31])[CH3:30])[CH:23]=[CH:24][C:3]=12.C(N(CC)CC)C.[C:40]([O:46][CH2:47][CH3:48])(=[O:45])[CH2:41][C:42]([O-])=[O:43]. (2) Given the product [CH3:19][O:18][C:16]([C:15]1[CH:20]=[CH:21][C:22]2[N:23]=[C:10]([NH:9][C:3]3[CH:4]=[CH:5][C:6]([Cl:8])=[CH:7][C:2]=3[Cl:1])[NH:12][C:13]=2[CH:14]=1)=[O:17], predict the reactants needed to synthesize it. The reactants are: [Cl:1][C:2]1[CH:7]=[C:6]([Cl:8])[CH:5]=[CH:4][C:3]=1[N:9]=[C:10]=S.[NH2:12][C:13]1[CH:14]=[C:15]([CH:20]=[CH:21][C:22]=1[NH2:23])[C:16]([O:18][CH3:19])=[O:17]. (3) Given the product [O:24]=[S:16]1(=[O:25])[C:17]2[CH:23]=[CH:22][CH:21]=[CH:20][C:18]=2[CH2:19][N:13]([C:4]2[CH:3]=[C:2]([N:27]([CH3:28])[CH3:26])[C:11]3[C:6](=[CH:7][CH:8]=[C:9]([CH3:12])[CH:10]=3)[N:5]=2)[CH2:14][CH2:15]1, predict the reactants needed to synthesize it. The reactants are: Cl[C:2]1[C:11]2[C:6](=[CH:7][CH:8]=[C:9]([CH3:12])[CH:10]=2)[N:5]=[C:4]([N:13]2[CH2:19][C:18]3[CH:20]=[CH:21][CH:22]=[CH:23][C:17]=3[S:16](=[O:25])(=[O:24])[CH2:15][CH2:14]2)[CH:3]=1.[CH3:26][NH:27][CH3:28]. (4) Given the product [C:17]([O:21][C:22]([N:5]1[C:4]2[CH:7]=[CH:8][S:9][C:3]=2[C:2]([I:1])=[N:6]1)=[O:23])([CH3:20])([CH3:19])[CH3:18], predict the reactants needed to synthesize it. The reactants are: [I:1][C:2]1[C:3]2[S:9][CH:8]=[CH:7][C:4]=2[NH:5][N:6]=1.C(N(CC)CC)C.[C:17]([O:21][C:22](O[C:22]([O:21][C:17]([CH3:20])([CH3:19])[CH3:18])=[O:23])=[O:23])([CH3:20])([CH3:19])[CH3:18]. (5) Given the product [Cl:14][CH2:15][C@@H:16]([OH:23])[CH2:17][C:18](=[O:19])[CH2:7][C:6]([O:9][C:10]([CH3:13])([CH3:12])[CH3:11])=[O:8], predict the reactants needed to synthesize it. The reactants are: [H-].[Na+].[Cl-].[Mg+2].[Cl-].[C:6]([O:9][C:10]([CH3:13])([CH3:12])[CH3:11])(=[O:8])[CH3:7].[Cl:14][CH2:15][C@@H:16]([OH:23])[CH2:17][C:18](OCC)=[O:19].C([N-]C(C)C)(C)C.[Li+].